Dataset: Catalyst prediction with 721,799 reactions and 888 catalyst types from USPTO. Task: Predict which catalyst facilitates the given reaction. (1) Reactant: [Cl:1][C:2]1[CH:3]=[C:4]([N:8]2[C:12]([C:13]3[CH:18]=[C:17]([C:19]([F:22])([F:21])[F:20])[CH:16]=[C:15]([F:23])[CH:14]=3)=[CH:11][C:10]([C:24](O)=[O:25])=[N:9]2)[CH:5]=[CH:6][CH:7]=1.ClC1C=C(N2C(C3C=CC=C(OCCO)C=3)=CC(C([N:51]3[CH2:55][C:54](=[O:56])[NH:53][CH2:52]3)=O)=N2)C=CC=1. Product: [Cl:1][C:2]1[CH:3]=[C:4]([N:8]2[C:12]([C:13]3[CH:18]=[C:17]([C:19]([F:20])([F:21])[F:22])[CH:16]=[C:15]([F:23])[CH:14]=3)=[CH:11][C:10]([C:24]([N:51]3[CH2:55][C:54](=[O:56])[NH:53][CH2:52]3)=[O:25])=[N:9]2)[CH:5]=[CH:6][CH:7]=1. The catalyst class is: 106. (2) The catalyst class is: 756. Reactant: [NH2:1][C:2]1[N:3]=[C:4]([O:18][CH3:19])[N:5]([C:11]2[CH:16]=[CH:15][C:14]([F:17])=[CH:13][CH:12]=2)[C:6]=1[C:7]([O:9][CH3:10])=[O:8].C(O)(=O)C.[CH3:24][O:25][C:26]1[CH:33]=[C:32]([O:34][CH3:35])[CH:31]=[CH:30][C:27]=1[CH:28]=O.C(O[BH-](OC(=O)C)OC(=O)C)(=O)C.[Na+]. Product: [CH3:24][O:25][C:26]1[CH:33]=[C:32]([O:34][CH3:35])[CH:31]=[CH:30][C:27]=1[CH2:28][NH:1][C:2]1[N:3]=[C:4]([O:18][CH3:19])[N:5]([C:11]2[CH:16]=[CH:15][C:14]([F:17])=[CH:13][CH:12]=2)[C:6]=1[C:7]([O:9][CH3:10])=[O:8].